Dataset: Reaction yield outcomes from USPTO patents with 853,638 reactions. Task: Predict the reaction yield, written as a fraction of the theoretical maximum amount of product (1.0 means a 100% yield; for example, 0.34 means a 34% yield). (1) The reactants are C([O:8][C:9]1[CH:17]=[CH:16][C:15]([C:18]2[NH:22][N:21]=[N:20][N:19]=2)=[CH:14][C:10]=1[C:11]([NH2:13])=[O:12])C1C=CC=CC=1.[OH-].[NH4+]. The catalyst is CO.[Pd]. The product is [OH:8][C:9]1[CH:17]=[CH:16][C:15]([C:18]2[NH:22][N:21]=[N:20][N:19]=2)=[CH:14][C:10]=1[C:11]([NH2:13])=[O:12]. The yield is 0.980. (2) The reactants are [C:1]([C:5]1[CH:9]=[C:8]([NH2:10])[N:7]([C:11]2[CH:12]=[N:13][CH:14]=[CH:15][CH:16]=2)[N:6]=1)([CH3:4])([CH3:3])[CH3:2].Cl[C:18]([O:20][C:21]1[CH:26]=[CH:25][CH:24]=[CH:23][CH:22]=1)=[O:19]. No catalyst specified. The product is [C:1]([C:5]1[CH:9]=[C:8]([NH:10][C:18](=[O:19])[O:20][C:21]2[CH:26]=[CH:25][CH:24]=[CH:23][CH:22]=2)[N:7]([C:11]2[CH:12]=[N:13][CH:14]=[CH:15][CH:16]=2)[N:6]=1)([CH3:4])([CH3:2])[CH3:3]. The yield is 0.950. (3) The reactants are [CH3:1][CH:2]1[C:7](=O)[CH2:6][CH2:5][CH2:4][C:3]1=[O:9].[NH2:10][C:11]1[CH:20]=[CH:19][C:14]([C:15]([O:17][CH3:18])=[O:16])=[CH:13][C:12]=1[Cl:21]. The catalyst is C(Cl)Cl.CCOC(C)=O. The product is [Cl:21][C:12]1[CH:13]=[C:14]([CH:19]=[CH:20][C:11]=1[NH:10][C:7]1[CH2:6][CH2:5][CH2:4][C:3](=[O:9])[C:2]=1[CH3:1])[C:15]([O:17][CH3:18])=[O:16]. The yield is 0.560. (4) The reactants are [CH3:1][N:2]1[C:6]([C:7]2[CH:19]=[N:18][C:17]3[C:16]4[CH:15]=[CH:14][C:13]([C:20](O)([CH3:22])[CH3:21])=[CH:12][C:11]=4[N:10]([CH:24]([C:31]4[CH:36]=[CH:35][CH:34]=[CH:33][CH:32]=4)[CH:25]4[CH2:30][CH2:29][O:28][CH2:27][CH2:26]4)[C:9]=3[CH:8]=2)=[C:5]([CH3:37])[N:4]=[N:3]1.[Si]([N:42]=[N+:43]=[N-:44])(C)(C)C.B(F)(F)F.CCOCC. The catalyst is C(Cl)Cl. The product is [N:42]([C:20]([C:13]1[CH:14]=[CH:15][C:16]2[C:17]3[N:18]=[CH:19][C:7]([C:6]4[N:2]([CH3:1])[N:3]=[N:4][C:5]=4[CH3:37])=[CH:8][C:9]=3[N:10]([CH:24]([C:31]3[CH:36]=[CH:35][CH:34]=[CH:33][CH:32]=3)[CH:25]3[CH2:30][CH2:29][O:28][CH2:27][CH2:26]3)[C:11]=2[CH:12]=1)([CH3:22])[CH3:21])=[N+:43]=[N-:44]. The yield is 0.840. (5) The reactants are [CH3:1][O:2][C:3]1[CH:4]=[C:5]([C:9]2[CH:10]=[C:11]([CH:30]=[CH:31][CH:32]=2)[CH2:12][O:13][C:14]2[CH:19]=[CH:18][C:17]([C:20]3([CH2:24][C:25]([O:27]CC)=[O:26])[CH2:23][O:22][CH2:21]3)=[CH:16][CH:15]=2)[CH:6]=[N:7][CH:8]=1. The catalyst is C1COCC1.CO.O.[OH-].[Li+]. The product is [CH3:1][O:2][C:3]1[CH:4]=[C:5]([C:9]2[CH:10]=[C:11]([CH:30]=[CH:31][CH:32]=2)[CH2:12][O:13][C:14]2[CH:15]=[CH:16][C:17]([C:20]3([CH2:24][C:25]([OH:27])=[O:26])[CH2:21][O:22][CH2:23]3)=[CH:18][CH:19]=2)[CH:6]=[N:7][CH:8]=1. The yield is 0.830. (6) The reactants are Br[C:2]1[S:3][CH:4]=[CH:5][N:6]=1.[CH2:7]([O:9][C:10]1[CH:11]=[C:12]([CH:14]=[CH:15][CH:16]=1)[NH2:13])[CH3:8].Cl. The catalyst is CCO. The product is [CH2:7]([O:9][C:10]1[CH:11]=[C:12]([NH:13][C:2]2[S:3][CH:4]=[CH:5][N:6]=2)[CH:14]=[CH:15][CH:16]=1)[CH3:8]. The yield is 0.530. (7) The reactants are [Cl:1][C:2]1[CH:3]=[C:4]([C:8]2[N:13]=[C:12]3[CH2:14][CH2:15][CH2:16][C:11]3=[C:10]([CH:17]=[O:18])[CH:9]=2)[CH:5]=[CH:6][CH:7]=1.CC1(C)C(C)(C)OB(C[C:28]2[CH:33]=[CH:32][C:31]([CH2:34][C:35]([O:37][CH3:38])=[O:36])=[CH:30][CH:29]=2)O1.[CH3:40]C1(C)C(C)(C)OB(C2C=CC(CC(OC)=O)=CC=2)O1. The catalyst is O1CCOCC1.[Pd](Cl)Cl.C1(P(C2C3C(=CC=CC=3)C=CC=2)C2C3C(=CC=CC=3)C=CC=2)C2C(=CC=CC=2)C=CC=1. The product is [Cl:1][C:2]1[CH:3]=[C:4]([C:8]2[N:13]=[C:12]3[CH2:14][CH2:15][CH2:16][C:11]3=[C:10]([CH:17]([OH:18])[C:28]3[CH:29]=[CH:30][C:31]([CH2:34][C:35]([O:37][CH2:38][CH3:40])=[O:36])=[CH:32][CH:33]=3)[CH:9]=2)[CH:5]=[CH:6][CH:7]=1. The yield is 0.750. (8) The reactants are [CH3:1][C:2]1[N:3]([C:8]2[CH:13]=[CH:12][CH:11]=[C:10]([CH3:14])[N:9]=2)[C:4]([CH3:7])=[CH:5][CH:6]=1.[Li][CH2:16]CCC.CI. The catalyst is C1COCC1. The product is [CH3:7][C:4]1[N:3]([C:8]2[CH:13]=[CH:12][CH:11]=[C:10]([CH2:14][CH3:16])[N:9]=2)[C:2]([CH3:1])=[CH:6][CH:5]=1. The yield is 0.600. (9) The product is [F:18][C:19]1[CH:34]=[C:33]([C:2]2[C:3]3[C:4]4[CH:17]=[CH:16][S:15][C:5]=4[C:6](=[O:14])[NH:7][C:8]=3[CH:9]=[CH:10][C:11]=2[O:12][CH3:13])[CH:32]=[CH:31][C:20]=1[CH2:21][CH2:22][NH:23][C:24](=[O:30])[O:25][C:26]([CH3:29])([CH3:28])[CH3:27]. The reactants are Br[C:2]1[C:3]2[C:4]3[CH:17]=[CH:16][S:15][C:5]=3[C:6](=[O:14])[NH:7][C:8]=2[CH:9]=[CH:10][C:11]=1[O:12][CH3:13].[F:18][C:19]1[CH:34]=[C:33](B2OC(C)(C)C(C)(C)O2)[CH:32]=[CH:31][C:20]=1[CH2:21][CH2:22][NH:23][C:24](=[O:30])[O:25][C:26]([CH3:29])([CH3:28])[CH3:27]. The yield is 0.650. No catalyst specified.